Dataset: Full USPTO retrosynthesis dataset with 1.9M reactions from patents (1976-2016). Task: Predict the reactants needed to synthesize the given product. (1) Given the product [CH3:27][S:28]([C:31]1[CH:32]=[C:33]([NH:37][C:12]([C:11]2[CH:10]=[N:9][N:8]3[C:3]([CH:2]([F:26])[F:1])=[CH:4][C:5]([C:15]4[CH:20]=[CH:19][C:18]([C:21]([F:22])([F:24])[F:23])=[C:17]([F:25])[CH:16]=4)=[N:6][C:7]=23)=[O:13])[CH:34]=[CH:35][CH:36]=1)(=[O:29])=[O:30], predict the reactants needed to synthesize it. The reactants are: [F:1][CH:2]([F:26])[C:3]1[N:8]2[N:9]=[CH:10][C:11]([C:12](O)=[O:13])=[C:7]2[N:6]=[C:5]([C:15]2[CH:20]=[CH:19][C:18]([C:21]([F:24])([F:23])[F:22])=[C:17]([F:25])[CH:16]=2)[CH:4]=1.[CH3:27][S:28]([C:31]1[CH:32]=[C:33]([NH2:37])[CH:34]=[CH:35][CH:36]=1)(=[O:30])=[O:29].Cl. (2) Given the product [C:42]1([CH3:47])[CH:43]=[CH:44][CH:45]=[CH:46][C:41]=1[NH:40][C:36]1[CH:35]=[C:34]([C:2]#[C:1][C:3]2[N:7]3[CH:8]=[C:9]([C:12]4[CH:13]=[CH:14][C:15]([C:16]([N:18]5[CH2:23][CH2:22][N:21]([C:24]([O:26][C:27]([CH3:28])([CH3:29])[CH3:30])=[O:25])[CH2:20][CH2:19]5)=[O:17])=[CH:31][CH:32]=4)[CH:10]=[CH:11][C:6]3=[N:5][CH:4]=2)[CH:39]=[CH:38][N:37]=1, predict the reactants needed to synthesize it. The reactants are: [C:1]([C:3]1[N:7]2[CH:8]=[C:9]([C:12]3[CH:32]=[CH:31][C:15]([C:16]([N:18]4[CH2:23][CH2:22][N:21]([C:24]([O:26][C:27]([CH3:30])([CH3:29])[CH3:28])=[O:25])[CH2:20][CH2:19]4)=[O:17])=[CH:14][CH:13]=3)[CH:10]=[CH:11][C:6]2=[N:5][CH:4]=1)#[CH:2].I[C:34]1[CH:39]=[CH:38][N:37]=[C:36]([NH:40][C:41]2[CH:46]=[CH:45][CH:44]=[CH:43][C:42]=2[CH3:47])[CH:35]=1. (3) Given the product [ClH:58].[F:56][C:55]1[CH:54]=[CH:53][CH:52]=[C:51]([F:57])[C:50]=1[CH2:49][O:48][C:39]([C:36]1[CH:37]=[CH:38][C:33]([C@:20]2([S:23]([C:26]3[CH:27]=[CH:28][C:29]([F:32])=[CH:30][CH:31]=3)(=[O:25])=[O:24])[CH2:21][CH2:22][N:18]([C:16]([C:3]3([C:1]#[N:2])[CH2:4][CH2:5][NH:6][CH2:7][CH2:8]3)=[O:17])[CH2:19]2)=[CH:34][CH:35]=1)([C:40]([F:42])([F:41])[F:43])[C:44]([F:47])([F:46])[F:45], predict the reactants needed to synthesize it. The reactants are: [C:1]([C:3]1([C:16]([N:18]2[CH2:22][CH2:21][C@:20]([C:33]3[CH:38]=[CH:37][C:36]([C:39]([O:48][CH2:49][C:50]4[C:55]([F:56])=[CH:54][CH:53]=[CH:52][C:51]=4[F:57])([C:44]([F:47])([F:46])[F:45])[C:40]([F:43])([F:42])[F:41])=[CH:35][CH:34]=3)([S:23]([C:26]3[CH:31]=[CH:30][C:29]([F:32])=[CH:28][CH:27]=3)(=[O:25])=[O:24])[CH2:19]2)=[O:17])[CH2:8][CH2:7][N:6](C(OC(C)(C)C)=O)[CH2:5][CH2:4]1)#[N:2].[ClH:58]. (4) Given the product [CH:1]([CH:4]1[CH2:9][CH2:8][CH:7]([CH2:10][CH2:11][CH2:12][CH:13]([CH3:16])[CH2:14][OH:15])[CH2:6][CH2:5]1)([CH3:3])[CH3:2], predict the reactants needed to synthesize it. The reactants are: [CH:1]([C:4]1[CH:9]=[CH:8][C:7]([CH2:10][CH2:11][CH2:12][CH:13]([CH3:16])[CH2:14][OH:15])=[CH:6][CH:5]=1)([CH3:3])[CH3:2].[H][H]. (5) The reactants are: [H-].[Na+].[CH2:3]([OH:7])[C:4]#[C:5][CH3:6].Cl[C:9]1[CH:14]=[C:13]([O:15][CH:16]2[CH2:21][CH2:20][CH2:19][CH2:18][CH:17]2[Cl:22])[N:12]=[CH:11][N:10]=1.[Cl-].[NH4+]. Given the product [CH2:3]([O:7][C:9]1[N:10]=[CH:11][N:12]=[C:13]([O:15][CH:16]2[CH2:21][CH2:20][CH2:19][CH2:18][CH:17]2[Cl:22])[CH:14]=1)[C:4]#[C:5][CH3:6], predict the reactants needed to synthesize it. (6) Given the product [NH2:17][C:15]1[N:14]=[CH:13][N:12]=[C:11]2[N:10]([C@H:18]3[CH2:23][CH2:22][C@H:21]([N:24]4[CH2:25][CH2:26][N:27]([CH3:30])[CH2:28][CH2:29]4)[CH2:20][CH2:19]3)[N:9]=[C:8]([C:5]3[CH:6]=[CH:7][C:2]([NH:1][C:33](=[O:40])[C:34]4[CH:39]=[CH:38][CH:37]=[CH:36][CH:35]=4)=[C:3]([O:31][CH3:32])[CH:4]=3)[C:16]=12, predict the reactants needed to synthesize it. The reactants are: [NH2:1][C:2]1[CH:7]=[CH:6][C:5]([C:8]2[C:16]3[C:11](=[N:12][CH:13]=[N:14][C:15]=3[NH2:17])[N:10]([CH:18]3[CH2:23][CH2:22][CH:21]([N:24]4[CH2:29][CH2:28][N:27]([CH3:30])[CH2:26][CH2:25]4)[CH2:20][CH2:19]3)[N:9]=2)=[CH:4][C:3]=1[O:31][CH3:32].[C:33](Cl)(=[O:40])[C:34]1[CH:39]=[CH:38][CH:37]=[CH:36][CH:35]=1.